Dataset: Reaction yield outcomes from USPTO patents with 853,638 reactions. Task: Predict the reaction yield, written as a fraction of the theoretical maximum amount of product (1.0 means a 100% yield; for example, 0.34 means a 34% yield). (1) The reactants are [O:1]=[C:2]([NH:8][C:9]1[CH:14]=[CH:13][CH:12]=[C:11]([C:15]([F:18])([F:17])[F:16])[CH:10]=1)[C:3]([O:5]CC)=O.[NH2:19][CH2:20][CH:21]([OH:23])[CH3:22]. The catalyst is C(O)C. The product is [OH:23][CH:21]([CH3:22])[CH2:20][NH:19][C:3](=[O:5])[C:2]([NH:8][C:9]1[CH:14]=[CH:13][CH:12]=[C:11]([C:15]([F:16])([F:17])[F:18])[CH:10]=1)=[O:1]. The yield is 0.990. (2) The reactants are [C:1]([C:3]1[CH:15]=[CH:14][C:6]([CH2:7][N:8]2[CH2:13][CH2:12][NH:11][CH2:10][CH2:9]2)=[CH:5][CH:4]=1)#[N:2].Cl[C:17]1[CH:18]=[C:19]([CH3:30])[C:20]2[N:21]([C:23]([C:26]([F:29])([F:28])[F:27])=[N:24][N:25]=2)[N:22]=1. The catalyst is C(O)C. The product is [CH3:30][C:19]1[C:20]2[N:21]([C:23]([C:26]([F:29])([F:27])[F:28])=[N:24][N:25]=2)[N:22]=[C:17]([N:11]2[CH2:12][CH2:13][N:8]([CH2:7][C:6]3[CH:5]=[CH:4][C:3]([C:1]#[N:2])=[CH:15][CH:14]=3)[CH2:9][CH2:10]2)[CH:18]=1. The yield is 0.643.